The task is: Predict the product of the given reaction.. This data is from Forward reaction prediction with 1.9M reactions from USPTO patents (1976-2016). (1) The product is: [OH:43][CH:41]1[CH2:42][N:39]([C:36]2[CH:37]=[CH:38][C:33]([C:2]3[C:10]4[C:5](=[CH:6][CH:7]=[C:8]([NH:11][C:12](=[O:24])[CH:13]([N:19]5[CH2:23][CH2:22][CH2:21][CH2:20]5)[C:14]5[CH:18]=[CH:17][S:16][CH:15]=5)[CH:9]=4)[NH:4][N:3]=3)=[CH:34][CH:35]=2)[CH2:40]1. Given the reactants I[C:2]1[C:10]2[C:5](=[CH:6][CH:7]=[C:8]([NH:11][C:12](=[O:24])[CH:13]([N:19]3[CH2:23][CH2:22][CH2:21][CH2:20]3)[C:14]3[CH:18]=[CH:17][S:16][CH:15]=3)[CH:9]=2)[NH:4][N:3]=1.CC1(C)C(C)(C)OB([C:33]2[CH:38]=[CH:37][C:36]([N:39]3[CH2:42][CH:41]([OH:43])[CH2:40]3)=[CH:35][CH:34]=2)O1.C([O-])([O-])=O.[Na+].[Na+].C1(C)C=CC=CC=1, predict the reaction product. (2) Given the reactants [NH2:1][C:2]1[C:7]([NH2:8])=[C:6]([NH:9][C@@H:10]2[C@@H:15]3[CH2:16][C@@H:12]([CH:13]=[CH:14]3)[C@@H:11]2[C:17]([NH2:19])=[O:18])[C:5]([Br:20])=[CH:4][N:3]=1.[N:21]1([C:26]2[CH:33]=[CH:32][CH:31]=[CH:30][C:27]=2[CH:28]=O)[CH:25]=[CH:24][CH:23]=[N:22]1, predict the reaction product. The product is: [Br:20][C:5]1[C:6]([NH:9][C@@H:10]2[C@@H:15]3[CH2:16][C@@H:12]([CH:13]=[CH:14]3)[C@@H:11]2[C:17]([NH2:19])=[O:18])=[C:7]2[N:8]=[C:28]([C:27]3[CH:30]=[CH:31][CH:32]=[CH:33][C:26]=3[N:21]3[CH:25]=[CH:24][CH:23]=[N:22]3)[NH:1][C:2]2=[N:3][CH:4]=1.